Dataset: Peptide-MHC class I binding affinity with 185,985 pairs from IEDB/IMGT. Task: Regression. Given a peptide amino acid sequence and an MHC pseudo amino acid sequence, predict their binding affinity value. This is MHC class I binding data. (1) The peptide sequence is NIERQDYRR. The MHC is HLA-A02:06 with pseudo-sequence HLA-A02:06. The binding affinity (normalized) is 0. (2) The peptide sequence is SLYPPCLFK. The MHC is HLA-A69:01 with pseudo-sequence HLA-A69:01. The binding affinity (normalized) is 0.0847. (3) The peptide sequence is THFQRKRRV. The MHC is HLA-A26:01 with pseudo-sequence HLA-A26:01. The binding affinity (normalized) is 0.0847. (4) The peptide sequence is LGIPHPAGL. The MHC is Mamu-B3901 with pseudo-sequence Mamu-B3901. The binding affinity (normalized) is 1.00. (5) The peptide sequence is ETQTGMHAH. The MHC is HLA-B58:01 with pseudo-sequence HLA-B58:01. The binding affinity (normalized) is 0.0847. (6) The peptide sequence is IGYRLGMGK. The MHC is HLA-A02:01 with pseudo-sequence HLA-A02:01. The binding affinity (normalized) is 0.0847. (7) The MHC is HLA-A01:01 with pseudo-sequence HLA-A01:01. The peptide sequence is YQCGHYTHI. The binding affinity (normalized) is 0.0841. (8) The peptide sequence is KLSKLTDKKT. The MHC is HLA-A02:01 with pseudo-sequence HLA-A02:01. The binding affinity (normalized) is 0. (9) The peptide sequence is ETWVETWAF. The MHC is HLA-A02:12 with pseudo-sequence HLA-A02:12. The binding affinity (normalized) is 0.0847.